Dataset: TCR-epitope binding with 47,182 pairs between 192 epitopes and 23,139 TCRs. Task: Binary Classification. Given a T-cell receptor sequence (or CDR3 region) and an epitope sequence, predict whether binding occurs between them. (1) The epitope is FLKEKGGL. The TCR CDR3 sequence is CASSIVAPSYEQYF. Result: 0 (the TCR does not bind to the epitope). (2) The TCR CDR3 sequence is CASSQGVFGEQYF. The epitope is KLWAQCVQL. Result: 1 (the TCR binds to the epitope). (3) The epitope is SEETGTLIV. The TCR CDR3 sequence is CSVENTEAFF. Result: 0 (the TCR does not bind to the epitope). (4) Result: 0 (the TCR does not bind to the epitope). The epitope is VVYRGTTTY. The TCR CDR3 sequence is CASSGVGYQPQHF. (5) The epitope is YLNTLTLAV. The TCR CDR3 sequence is CSVDRGTGELFF. Result: 1 (the TCR binds to the epitope).